From a dataset of Peptide-MHC class II binding affinity with 134,281 pairs from IEDB. Regression. Given a peptide amino acid sequence and an MHC pseudo amino acid sequence, predict their binding affinity value. This is MHC class II binding data. (1) The MHC is DRB1_1501 with pseudo-sequence DRB1_1501. The binding affinity (normalized) is 0.804. The peptide sequence is NDKFTVFEGAFNKAI. (2) The peptide sequence is PICMDVRAIMATIQR. The MHC is DRB1_0101 with pseudo-sequence DRB1_0101. The binding affinity (normalized) is 0.344. (3) The MHC is DRB3_0101 with pseudo-sequence DRB3_0101. The peptide sequence is EIYKRWIILG. The binding affinity (normalized) is 0.226. (4) The peptide sequence is RPAEVRKVCYNAVLT. The MHC is DRB4_0103 with pseudo-sequence DRB4_0103. The binding affinity (normalized) is 0.565. (5) The peptide sequence is RTKYTATISGLKPGV. The MHC is HLA-DQA10102-DQB10602 with pseudo-sequence HLA-DQA10102-DQB10602. The binding affinity (normalized) is 0.343. (6) The peptide sequence is MKGVERLAVMGDTAW. The MHC is HLA-DQA10303-DQB10402 with pseudo-sequence HLA-DQA10303-DQB10402. The binding affinity (normalized) is 0. (7) The peptide sequence is MAFQEMENFLGPIAV. The MHC is DRB1_0301 with pseudo-sequence DRB1_0301. The binding affinity (normalized) is 0. (8) The peptide sequence is KLTITGKGTLDGQGK. The MHC is HLA-DPA10201-DPB11401 with pseudo-sequence HLA-DPA10201-DPB11401. The binding affinity (normalized) is 0.156.